The task is: Predict which catalyst facilitates the given reaction.. This data is from Catalyst prediction with 721,799 reactions and 888 catalyst types from USPTO. (1) Reactant: N1C=CC=CC=1.[N:7]1[CH:12]=[CH:11][CH:10]=[C:9]([C:13]2[N:14]=[N:15][N:16]([C:18]3[O:22][C:21]([C:23]([NH2:25])=O)=[CH:20][CH:19]=3)[CH:17]=2)[CH:8]=1.FC(F)(F)S(OS(C(F)(F)F)(=O)=O)(=O)=O. Product: [N:7]1[CH:12]=[CH:11][CH:10]=[C:9]([C:13]2[N:14]=[N:15][N:16]([C:18]3[O:22][C:21]([C:23]#[N:25])=[CH:20][CH:19]=3)[CH:17]=2)[CH:8]=1. The catalyst class is: 4. (2) Product: [F:22][C:20]([F:21])([F:23])[C:17]1[CH:18]=[CH:19][C:14]([C:12]2[S:4][C:3]3[CH:5]=[CH:6][CH:7]=[CH:8][C:2]=3[C:1](=[O:10])[N:13]=2)=[N:15][CH:16]=1. Reactant: [C:1]([O:10]C)(=O)[C:2]1[C:3](=[CH:5][CH:6]=[CH:7][CH:8]=1)[SH:4].[C:12]([C:14]1[CH:19]=[CH:18][C:17]([C:20]([F:23])([F:22])[F:21])=[CH:16][N:15]=1)#[N:13].C(N(CC)CC)C. The catalyst class is: 11. (3) Reactant: [Br:1][C:2]1[CH:10]=[C:9]2[C:5]([CH:6]=[CH:7][N:8]2[CH2:11][CH2:12][OH:13])=[CH:4][CH:3]=1.[CH2:14]([N:16](CC)[CH2:17]C)C.CS(Cl)(=O)=O.CNC. Product: [NH3:8].[CH3:12][OH:13].[Br:1][C:2]1[CH:10]=[C:9]2[C:5]([CH:6]=[CH:7][N:8]2[CH2:11][CH2:12][N:16]([CH3:17])[CH3:14])=[CH:4][CH:3]=1. The catalyst class is: 476. (4) Reactant: [OH:1][C:2]1[CH:3]=[C:4]([O:14][C:15]2[CH:20]=[CH:19][C:18]([S:21]([CH3:24])(=[O:23])=[O:22])=[CH:17][CH:16]=2)[CH:5]=[C:6]2[C:10]=1[NH:9][C:8]([C:11](O)=[O:12])=[CH:7]2.[CH2:25]([S:32][CH:33]([CH:36]([O:39][CH3:40])[O:37][CH3:38])[CH2:34][NH2:35])[C:26]1[CH:31]=[CH:30][CH:29]=[CH:28][CH:27]=1.ON1C2C=CC=CC=2N=N1.Cl.C(N=C=NCCCN(C)C)C. Product: [CH2:25]([S:32][CH:33]([CH:36]([O:37][CH3:38])[O:39][CH3:40])[CH2:34][NH:35][C:11]([C:8]1[NH:9][C:10]2[C:6]([CH:7]=1)=[CH:5][C:4]([O:14][C:15]1[CH:16]=[CH:17][C:18]([S:21]([CH3:24])(=[O:22])=[O:23])=[CH:19][CH:20]=1)=[CH:3][C:2]=2[OH:1])=[O:12])[C:26]1[CH:31]=[CH:30][CH:29]=[CH:28][CH:27]=1. The catalyst class is: 9. (5) Reactant: I[C:2]1[CH:8]=[C:7]([O:9][CH3:10])[CH:6]=[CH:5][C:3]=1[NH2:4].[CH2:11]([O:13][C:14](=[O:22])[CH2:15][CH:16]1[CH2:20][CH2:19][CH2:18][C:17]1=O)[CH3:12].[Si](OCC)(OCC)(OCC)OCC.C1(C)C=CC(S(O)(=O)=O)=CC=1.N1C=CC=CC=1.CCN(C(C)C)C(C)C. Product: [CH3:10][O:9][C:7]1[CH:6]=[CH:5][C:3]2[NH:4][C:17]3[CH:16]([CH2:15][C:14]([O:13][CH2:11][CH3:12])=[O:22])[CH2:20][CH2:19][C:18]=3[C:2]=2[CH:8]=1. The catalyst class is: 416. (6) Reactant: CC(C)([O-])C.[K+].[CH3:7][CH:8]([C:14](=[O:20])[C:15]([O:17][CH2:18][CH3:19])=[O:16])[C:9]([O:11][CH2:12][CH3:13])=[O:10].Br[CH2:22][C:23]([O:25][CH3:26])=[O:24].C1OCCOCCOCCOCCOCCOC1.Cl. Product: [CH3:7][C:8]([C:9]([O:11][CH2:12][CH3:13])=[O:10])([CH2:22][C:23]([O:25][CH3:26])=[O:24])[C:14](=[O:20])[C:15]([O:17][CH2:18][CH3:19])=[O:16]. The catalyst class is: 715. (7) Reactant: [NH2:1][C:2]1[CH:11]=[CH:10][C:9]2[N:8]=[CH:7][CH:6]=[CH:5][C:4]=2[C:3]=1[C:12]([O:14][CH3:15])=[O:13].[C:16]1([S:22](Cl)(=[O:24])=[O:23])[CH:21]=[CH:20][CH:19]=[CH:18][CH:17]=1. Product: [C:16]1([S:22]([NH:1][C:2]2[CH:11]=[CH:10][C:9]3[N:8]=[CH:7][CH:6]=[CH:5][C:4]=3[C:3]=2[C:12]([O:14][CH3:15])=[O:13])(=[O:24])=[O:23])[CH:21]=[CH:20][CH:19]=[CH:18][CH:17]=1. The catalyst class is: 17. (8) Reactant: [F:1][C:2]1[C:7]([CH:8]([CH3:10])[CH3:9])=[CH:6][C:5]([C:11]2[CH:16]=[CH:15][C:14]([C:17]([F:20])([F:19])[F:18])=[CH:13][C:12]=2[CH:21]2[N:25](CC3C=CC(OC)=CC=3)[C:24](=[O:35])[NH:23][CH2:22]2)=[C:4]([O:36][CH3:37])[CH:3]=1.[H-].[Na+].[F:40][C:41]([F:55])([F:54])[C:42]1[CH:43]=[C:44]([CH:47]=[C:48]([C:50]([F:53])([F:52])[F:51])[CH:49]=1)[CH2:45]Br. Product: [F:40][C:41]([F:55])([F:54])[C:42]1[CH:43]=[C:44]([CH:47]=[C:48]([C:50]([F:53])([F:52])[F:51])[CH:49]=1)[CH2:45][N:23]1[CH2:22][CH:21]([C:12]2[CH:13]=[C:14]([C:17]([F:20])([F:18])[F:19])[CH:15]=[CH:16][C:11]=2[C:5]2[CH:6]=[C:7]([CH:8]([CH3:10])[CH3:9])[C:2]([F:1])=[CH:3][C:4]=2[O:36][CH3:37])[NH:25][C:24]1=[O:35]. The catalyst class is: 3.